From a dataset of Reaction yield outcomes from USPTO patents with 853,638 reactions. Predict the reaction yield, written as a fraction of the theoretical maximum amount of product (1.0 means a 100% yield; for example, 0.34 means a 34% yield). (1) The reactants are [N:1]([C:4]1[CH:5]=[C:6]([CH:10]=[CH:11][C:12]=1[CH3:13])[C:7]([OH:9])=[O:8])=[N+:2]=[N-:3].[OH-].[Na+].[CH:16]1([CH2:19][NH:20][C:21]2[CH:26]=[CH:25][C:24]([C:27]#[CH:28])=[CH:23][N:22]=2)[CH2:18][CH2:17]1.O=C1O[C@H]([C@H](CO)O)C([O-])=C1O.[Na+].[NH4+].[OH-]. The catalyst is CCO.O.CO.[O-]S([O-])(=O)=O.[Cu+2].CC(O)=O. The product is [CH:16]1([CH2:19][NH:20][C:21]2[N:22]=[CH:23][C:24]([C:27]3[N:3]=[N:2][N:1]([C:4]4[CH:5]=[C:6]([CH:10]=[CH:11][C:12]=4[CH3:13])[C:7]([OH:9])=[O:8])[CH:28]=3)=[CH:25][CH:26]=2)[CH2:17][CH2:18]1. The yield is 0.650. (2) The reactants are [Cl:1][CH2:2][C@H:3]1[C:11]2[C:6](=[CH:7][C:8]([OH:16])=[C:9]3[S:14][CH:13]=[C:12]([CH3:15])[C:10]3=2)[N:5]([C:17]([O:19][C:20]([CH3:23])([CH3:22])[CH3:21])=[O:18])[CH2:4]1.N1C=CC=CC=1.[C:30](Cl)(=[O:32])[CH3:31]. The catalyst is C(Cl)Cl. The product is [C:30]([O:16][C:8]1[CH:7]=[C:6]2[C:11]([C@H:3]([CH2:2][Cl:1])[CH2:4][N:5]2[C:17]([O:19][C:20]([CH3:23])([CH3:22])[CH3:21])=[O:18])=[C:10]2[C:12]([CH3:15])=[CH:13][S:14][C:9]=12)(=[O:32])[CH3:31]. The yield is 0.580. (3) The reactants are [N+:1]([C:4]1[CH:10]=[CH:9][C:7]([NH2:8])=[C:6]([C:11]#[C:12][C:13]2[CH:18]=[CH:17][CH:16]=[CH:15][N:14]=2)[CH:5]=1)([O-:3])=[O:2].CC([O-])(C)C.[K+]. The yield is 0.670. The product is [N+:1]([C:4]1[CH:5]=[C:6]2[C:7](=[CH:9][CH:10]=1)[NH:8][C:12]([C:13]1[CH:18]=[CH:17][CH:16]=[CH:15][N:14]=1)=[CH:11]2)([O-:3])=[O:2]. The catalyst is CN(C=O)C.O. (4) The reactants are S(Cl)(Cl)=O.[C:5]([NH:13][NH:14][C:15](=[O:22])[CH2:16][CH2:17][C:18]([O:20][CH3:21])=[O:19])(=O)[C:6]1[CH:11]=[CH:10][CH:9]=[CH:8][CH:7]=1.N1C=CC=CC=1. The catalyst is O1CCCC1. The product is [C:6]1([C:5]2[O:22][C:15]([CH2:16][CH2:17][C:18]([O:20][CH3:21])=[O:19])=[N:14][N:13]=2)[CH:7]=[CH:8][CH:9]=[CH:10][CH:11]=1. The yield is 0.720.